Predict the reactants needed to synthesize the given product. From a dataset of Full USPTO retrosynthesis dataset with 1.9M reactions from patents (1976-2016). (1) Given the product [CH:26]([N:28]1[CH2:31][CH2:32][CH:7]([O:10][C:11]2[CH:12]=[CH:13][C:14]([C:17]3([CH2:23][N:24]([CH3:25])[C:33](=[O:35])[CH3:34])[CH2:18][CH2:19][O:20][CH2:21][CH2:22]3)=[CH:15][CH:16]=2)[CH2:30][CH2:29]1)([CH3:42])[CH3:27], predict the reactants needed to synthesize it. The reactants are: C(N1CC[CH:7]([O:10][C:11]2[CH:16]=[CH:15][C:14]([C:17]3([CH2:23][NH:24][CH3:25])[CH2:22][CH2:21][O:20][CH2:19][CH2:18]3)=[CH:13][CH:12]=2)CC1)(C)C.[CH2:26]([N:28]([CH2:31][CH3:32])[CH2:29][CH3:30])[CH3:27].[C:33](OC(=O)C)(=[O:35])[CH3:34].O.Cl[CH2:42]Cl. (2) Given the product [F:30][C:26]1[CH:27]=[CH:28][CH:29]=[C:2]([F:1])[C:3]=1[C:4]([NH:6][C:7]1[S:8][C:9]([C:16]2[CH:21]=[CH:20][CH:19]=[C:18]([C:22]([F:25])([F:24])[F:23])[CH:17]=2)=[C:10]([C:37]([OH:36])([CH3:38])[CH3:31])[N:11]=1)=[O:5], predict the reactants needed to synthesize it. The reactants are: [F:1][C:2]1[CH:29]=[CH:28][CH:27]=[C:26]([F:30])[C:3]=1[C:4]([NH:6][C:7]1[S:8][C:9]([C:16]2[CH:21]=[CH:20][CH:19]=[C:18]([C:22]([F:25])([F:24])[F:23])[CH:17]=2)=[C:10](C(OC)=O)[N:11]=1)=[O:5].[CH3:31][Mg+].[Br-].CC[O:36][CH2:37][CH3:38]. (3) Given the product [CH3:1][O:2][C:3]([C@@H:4]1[C@@H:5]([C:7]2[CH:12]=[CH:11][CH:10]=[CH:9][C:8]=2[F:13])[O:6][CH:18]([CH3:19])[O:14]1)=[O:15], predict the reactants needed to synthesize it. The reactants are: [CH3:1][O:2][C:3](=[O:15])[C@@H:4]([OH:14])[C@@H:5]([C:7]1[CH:12]=[CH:11][CH:10]=[CH:9][C:8]=1[F:13])[OH:6].CO[C:18](=O)[C@@H:19](O)[C@@H](C1C=CC=CC=1Cl)O. (4) Given the product [N:1]1([CH2:10][CH2:9][CH:7]([OH:8])[CH3:6])[CH2:5][CH2:4][CH2:3][CH2:2]1, predict the reactants needed to synthesize it. The reactants are: [NH:1]1[CH2:5][CH2:4][CH2:3][CH2:2]1.[CH3:6][C:7]([CH:9]=[CH2:10])=[O:8].[BH4-].[Na+]. (5) Given the product [Cl:30][C:25]1[CH:26]=[CH:27][CH:28]=[CH:29][C:24]=1[CH2:23][O:22][C:19]1[CH:20]=[CH:21][C:16]([O:15][C:12]2[CH:13]=[CH:14][C:9](/[CH:8]=[CH:7]/[C:6]([OH:32])=[O:5])=[CH:10][C:11]=2[F:31])=[N:17][CH:18]=1, predict the reactants needed to synthesize it. The reactants are: C([O:5][C:6](=[O:32])/[CH:7]=[CH:8]/[C:9]1[CH:14]=[CH:13][C:12]([O:15][C:16]2[CH:21]=[CH:20][C:19]([O:22][CH2:23][C:24]3[CH:29]=[CH:28][CH:27]=[CH:26][C:25]=3[Cl:30])=[CH:18][N:17]=2)=[C:11]([F:31])[CH:10]=1)CCC.[OH-].[Na+].